Dataset: Reaction yield outcomes from USPTO patents with 853,638 reactions. Task: Predict the reaction yield, written as a fraction of the theoretical maximum amount of product (1.0 means a 100% yield; for example, 0.34 means a 34% yield). (1) The product is [CH2:1]([O:3][C:4]([C:6]1([C:9]2[O:17][CH:15]([CH3:16])[CH2:14][C:12]([CH3:13])([CH3:11])[N:10]=2)[CH2:8][CH2:7]1)=[O:5])[CH3:2]. The yield is 0.632. The reactants are [CH2:1]([O:3][C:4]([C:6]1([C:9]#[N:10])[CH2:8][CH2:7]1)=[O:5])[CH3:2].[CH3:11][C:12](O)([CH2:14][CH:15]([OH:17])[CH3:16])[CH3:13]. The catalyst is S(=O)(=O)(O)O. (2) The reactants are [NH2:1][C:2]1[CH:7]=[CH:6][CH:5]=[CH:4][C:3]=1[S:8]([NH2:11])(=[O:10])=[O:9].[CH3:12][C:13](O)=O. No catalyst specified. The product is [CH3:12][C:13]1[NH:11][S:8](=[O:9])(=[O:10])[C:3]2[CH:4]=[CH:5][CH:6]=[CH:7][C:2]=2[N:1]=1. The yield is 0.910. (3) The reactants are [Br:1][CH2:2][C:3]([CH3:7])=[CH:4][CH2:5]Br.[C:8]([O-:16])(=[O:15])[C:9]1[CH:14]=[CH:13][CH:12]=[CH:11][CH:10]=1.[Na+].O. The catalyst is CN(C)C=O. The product is [C:8]([O:16][CH2:5][CH:4]=[C:3]([CH3:7])[CH2:2][Br:1])(=[O:15])[C:9]1[CH:14]=[CH:13][CH:12]=[CH:11][CH:10]=1. The yield is 0.610.